From a dataset of Forward reaction prediction with 1.9M reactions from USPTO patents (1976-2016). Predict the product of the given reaction. (1) The product is: [CH2:27]([O:29][CH2:30][CH2:31][NH:32][C:4]([C:6]1[S:7][C:8]([C:18]2[CH:19]=[CH:20][C:21]([Cl:24])=[CH:22][CH:23]=2)=[C:9]([C:11]2[CH:16]=[CH:15][C:14]([Cl:17])=[CH:13][CH:12]=2)[N:10]=1)=[O:5])[CH3:28]. Given the reactants C(O[C:4]([C:6]1[S:7][C:8]([C:18]2[CH:23]=[CH:22][C:21]([Cl:24])=[CH:20][CH:19]=2)=[C:9]([C:11]2[CH:16]=[CH:15][C:14]([Cl:17])=[CH:13][CH:12]=2)[N:10]=1)=[O:5])C.CO.[CH2:27]([O:29][CH2:30][CH2:31][NH2:32])[CH3:28], predict the reaction product. (2) Given the reactants [C:1]([CH:5]1[CH2:10][CH2:9][C:8](=O)[CH2:7][CH2:6]1)([CH3:4])([CH3:3])[CH3:2].[CH2:12]1CC2C(CC(CC2)=O)CC1, predict the reaction product. The product is: [C:1]([CH:5]1[CH2:10][CH2:9][C:8](=[CH2:12])[CH2:7][CH2:6]1)([CH3:4])([CH3:3])[CH3:2]. (3) Given the reactants Br[C:2]1[CH:3]=[CH:4][C:5]2[N:6]([N:8]=[C:9]([NH:11][C:12](=[O:19])[C:13]3[CH:18]=[CH:17][CH:16]=[N:15][CH:14]=3)[N:10]=2)[CH:7]=1.[S:20]1[CH:24]=[CH:23][C:22](B(O)O)=[CH:21]1, predict the reaction product. The product is: [S:20]1[CH:24]=[CH:23][C:22]([C:2]2[CH:3]=[CH:4][C:5]3[N:6]([N:8]=[C:9]([NH:11][C:12](=[O:19])[C:13]4[CH:18]=[CH:17][CH:16]=[N:15][CH:14]=4)[N:10]=3)[CH:7]=2)=[CH:21]1. (4) Given the reactants [Cl:1][C:2]1[CH:7]=[C:6]([Cl:8])[CH:5]=[CH:4][C:3]=1[C:9]1[CH:14]=[CH:13][C:12]([CH2:15][CH3:16])=[C:11]([CH:17]=[C:18]2[C:22]([CH3:24])([CH3:23])[O:21][C:20]([CH3:26])([CH3:25])[C:19]2=[O:27])[CH:10]=1.[OH:28]O.[OH-].[Li+], predict the reaction product. The product is: [Cl:1][C:2]1[CH:7]=[C:6]([Cl:8])[CH:5]=[CH:4][C:3]=1[C:9]1[CH:14]=[CH:13][C:12]([CH2:15][CH3:16])=[C:11]([CH:17]2[C:18]3([C:19](=[O:27])[C:20]([CH3:26])([CH3:25])[O:21][C:22]3([CH3:24])[CH3:23])[O:28]2)[CH:10]=1. (5) Given the reactants [C:1]([O:9]CC)(=O)[C:2]1[CH:7]=[CH:6][CH:5]=[CH:4][CH:3]=1.C(O)C.O.[NH2:16][NH2:17].O, predict the reaction product. The product is: [C:1]([NH:16][NH2:17])(=[O:9])[C:2]1[CH:7]=[CH:6][CH:5]=[CH:4][CH:3]=1. (6) The product is: [OH:29][C:11]1[CH:10]=[C:9]([CH:14]=[CH:13][C:12]=1[N:15]1[CH2:16][C:17](=[O:28])[NH:18][S:19]1(=[O:21])=[O:20])[CH2:8][C@@H:3]1[CH2:4][CH2:5][CH2:6][CH2:7][C@H:2]1[NH:1][S:43]([C:37]1[CH:42]=[CH:41][CH:40]=[CH:39][CH:38]=1)(=[O:45])=[O:44]. Given the reactants [NH2:1][C@@H:2]1[CH2:7][CH2:6][CH2:5][CH2:4][C@H:3]1[CH2:8][C:9]1[CH:14]=[CH:13][C:12]([N:15]2[S:19](=[O:21])(=[O:20])[N:18](CC[Si](C)(C)C)[C:17](=[O:28])[CH2:16]2)=[C:11]([O:29]CC2C=CC=CC=2)[CH:10]=1.[C:37]1([S:43](Cl)(=[O:45])=[O:44])[CH:42]=[CH:41][CH:40]=[CH:39][CH:38]=1, predict the reaction product. (7) Given the reactants [S:1]1[CH:5]=[CH:4][C:3]2[CH:6]=[CH:7][CH:8]=[CH:9][C:2]1=2.[Br:10]Br, predict the reaction product. The product is: [Br:10][C:4]1[C:3]2[CH:6]=[CH:7][CH:8]=[CH:9][C:2]=2[S:1][CH:5]=1. (8) Given the reactants [CH2:1]([O:3][C:4]1[N:5]=[C:6]2[C:11](=[CH:12][CH:13]=1)[NH:10][CH:9]=[C:8]([C:14]([O:16]CC)=[O:15])[C:7]2=[O:19])[CH3:2].[OH-].[Na+], predict the reaction product. The product is: [CH2:1]([O:3][C:4]1[N:5]=[C:6]2[C:11](=[CH:12][CH:13]=1)[NH:10][CH:9]=[C:8]([C:14]([OH:16])=[O:15])[C:7]2=[O:19])[CH3:2].